Dataset: Forward reaction prediction with 1.9M reactions from USPTO patents (1976-2016). Task: Predict the product of the given reaction. (1) Given the reactants [F:1][C:2]([F:25])([F:24])[C:3]1[CH:4]=[C:5]([CH:21]=[CH:22][CH:23]=1)[C:6]([NH:8][C@H:9]1[C:17]2[C:12](=[CH:13][CH:14]=[CH:15][CH:16]=2)[C@@H:11]([C:18](O)=[O:19])[CH2:10]1)=[O:7].C(OC(OC(C)(C)C)=O)(OC(C)(C)C)=O.C(=O)(O)[O-].[NH4+].[N:46]1C=CC=CC=1, predict the reaction product. The product is: [F:1][C:2]([F:25])([F:24])[C:3]1[CH:4]=[C:5]([CH:21]=[CH:22][CH:23]=1)[C:6]([NH:8][C@H:9]1[C:17]2[C:12](=[CH:13][CH:14]=[CH:15][CH:16]=2)[C@@H:11]([C:18]([NH2:46])=[O:19])[CH2:10]1)=[O:7]. (2) Given the reactants C(O[C:4](=[O:21])[C:5](=[N:11][NH:12][C:13](=[O:20])[CH2:14][C:15]([O:17][CH2:18][CH3:19])=[O:16])[C:6]1[S:7][CH:8]=[CH:9][CH:10]=1)C.CC([O-])=O.[Na+], predict the reaction product. The product is: [CH2:18]([O:17][C:15]([C:14]1[C:13](=[O:20])[NH:12][N:11]=[C:5]([C:6]2[S:7][CH:8]=[CH:9][CH:10]=2)[C:4]=1[OH:21])=[O:16])[CH3:19]. (3) Given the reactants [NH2:1][C:2](=[O:37])[C:3]([CH3:36])([CH3:35])[O:4][C:5]1[CH:6]=[C:7]2[C:12](=[CH:13][CH:14]=1)[C:11](=[O:15])[N:10]([CH2:16][CH:17]([CH3:19])[CH3:18])[C:9]([CH2:20][NH:21]C(=O)OC(C)(C)C)=[C:8]2[C:29]1[CH:34]=[CH:33][CH:32]=[CH:31][CH:30]=1.[ClH:38], predict the reaction product. The product is: [ClH:38].[NH2:21][CH2:20][C:9]1[N:10]([CH2:16][CH:17]([CH3:19])[CH3:18])[C:11](=[O:15])[C:12]2[C:7]([C:8]=1[C:29]1[CH:34]=[CH:33][CH:32]=[CH:31][CH:30]=1)=[CH:6][C:5]([O:4][C:3]([CH3:36])([CH3:35])[C:2]([NH2:1])=[O:37])=[CH:14][CH:13]=2. (4) Given the reactants [OH:1][C:2]1([C:9]2[S:13][C:12]([CH:14]([CH3:16])[CH3:15])=[N:11][CH:10]=2)[CH2:7][CH2:6][C:5](=O)[CH2:4][CH2:3]1.BrC1SC(C(C)C)=NC=1.O1C2(CCC(=O)CC2)OCC1.[NH:37]1[CH2:40][CH:39]([NH:41][C:42](=[O:59])[CH2:43][NH:44][C:45]2[C:54]3[C:49](=[CH:50][CH:51]=[C:52]([C:55]([F:58])([F:57])[F:56])[CH:53]=3)[N:48]=[CH:47][N:46]=2)[CH2:38]1.[BH-](OC(C)=O)(OC(C)=O)OC(C)=O.[Na+], predict the reaction product. The product is: [OH:1][C:2]1([C:9]2[S:13][C:12]([CH:14]([CH3:16])[CH3:15])=[N:11][CH:10]=2)[CH2:7][CH2:6][CH:5]([N:37]2[CH2:38][CH:39]([NH:41][C:42](=[O:59])[CH2:43][NH:44][C:45]3[C:54]4[C:49](=[CH:50][CH:51]=[C:52]([C:55]([F:56])([F:58])[F:57])[CH:53]=4)[N:48]=[CH:47][N:46]=3)[CH2:40]2)[CH2:4][CH2:3]1. (5) Given the reactants C(O[C:4]([C:6]1[N:7]=[N:8][C:9]([O:12][CH2:13][C:14]2[C:15]([C:19]3[CH:24]=[CH:23][C:22]([F:25])=[CH:21][CH:20]=3)=[N:16][O:17][CH:18]=2)=[CH:10][CH:11]=1)=[O:5])C.[NH2:26][CH:27]1[CH2:32][CH2:31][O:30][CH2:29][CH2:28]1, predict the reaction product. The product is: [O:30]1[CH2:31][CH2:32][CH:27]([NH:26][C:4]([C:6]2[N:7]=[N:8][C:9]([O:12][CH2:13][C:14]3[C:15]([C:19]4[CH:20]=[CH:21][C:22]([F:25])=[CH:23][CH:24]=4)=[N:16][O:17][CH:18]=3)=[CH:10][CH:11]=2)=[O:5])[CH2:28][CH2:29]1. (6) The product is: [N:11]1([C:4]2[C:3](=[O:10])[CH2:8][CH2:7][CH2:6][CH:5]=2)[CH2:16][CH2:15][O:14][CH2:13][CH2:12]1. Given the reactants N#N.[C:3]1(=[O:10])[CH2:8][CH2:7][CH2:6][CH2:5][C:4]1=O.[NH:11]1[CH2:16][CH2:15][O:14][CH2:13][CH2:12]1, predict the reaction product. (7) Given the reactants [Br:1][C:2]1[CH:7]=[CH:6][N:5]=[C:4]2[N:8]([S:12]([C:15]3[CH:20]=[CH:19][CH:18]=[CH:17][CH:16]=3)(=[O:14])=[O:13])[C:9](I)=[CH:10][C:3]=12.[CH:21]([C:23]1[CH:24]=[C:25](B(O)O)[CH:26]=[CH:27][CH:28]=1)=[O:22].C(=O)(O)[O-].[Na+], predict the reaction product. The product is: [Br:1][C:2]1[CH:7]=[CH:6][N:5]=[C:4]2[N:8]([S:12]([C:15]3[CH:20]=[CH:19][CH:18]=[CH:17][CH:16]=3)(=[O:14])=[O:13])[C:9]([C:27]3[CH:26]=[CH:25][CH:24]=[C:23]([CH:21]=[O:22])[CH:28]=3)=[CH:10][C:3]=12. (8) Given the reactants [C:1]([O:5][C:6]([NH:8][C@@H:9]1[C:23](=[O:24])[N:22]2[CH2:25][C@H:26]([O:28][C:29]3[C:38]4[C:33](=[C:34]([Cl:39])[CH:35]=[CH:36][CH:37]=4)[C:32]([O:40][CH3:41])=[CH:31][N:30]=3)[CH2:27][C@H:21]2[C:20](=[O:42])[NH:19][C@:18]2([C:44]([O:46]CC)=[O:45])[CH2:43][C@H:17]2[CH:16]=[CH:15][CH2:14][CH2:13][CH:12]([CH3:49])[CH2:11][C@H:10]1[CH3:50])=[O:7])([CH3:4])([CH3:3])[CH3:2].[Li+].[OH-].CO, predict the reaction product. The product is: [C:1]([O:5][C:6]([NH:8][C@@H:9]1[C:23](=[O:24])[N:22]2[CH2:25][C@H:26]([O:28][C:29]3[C:38]4[C:33](=[C:34]([Cl:39])[CH:35]=[CH:36][CH:37]=4)[C:32]([O:40][CH3:41])=[CH:31][N:30]=3)[CH2:27][C@H:21]2[C:20](=[O:42])[NH:19][C@:18]2([C:44]([OH:46])=[O:45])[CH2:43][C@H:17]2[CH:16]=[CH:15][CH2:14][CH2:13][CH:12]([CH3:49])[CH2:11][C@H:10]1[CH3:50])=[O:7])([CH3:4])([CH3:2])[CH3:3].